This data is from Forward reaction prediction with 1.9M reactions from USPTO patents (1976-2016). The task is: Predict the product of the given reaction. (1) Given the reactants [O:1]1C=[CH:4][CH:3]=[C:2]1[CH:6]=[CH:7][C:8]([C:10]1[CH:15]=[CH:14][C:13]([O:16][CH3:17])=[CH:12][CH:11]=1)=[O:9].Cl.[C:19]([O-:22])([O-])=[O:20].[Na+].[Na+].[CH2:25](O)[CH3:26], predict the reaction product. The product is: [CH3:17][O:16][C:13]1[CH:12]=[CH:11][C:10]([C:8](=[O:9])[CH2:7][CH2:6][C:2](=[O:1])[CH2:3][CH2:4][C:19]([O:22][CH2:25][CH3:26])=[O:20])=[CH:15][CH:14]=1. (2) Given the reactants C(OC([N:8]1[CH2:13][CH:12]=[C:11]([C:14]2[C:22]3[C:17](=[CH:18][CH:19]=[C:20]([NH:23][C:24]4[N:29]=[C:28]([NH:30][CH2:31][C:32]5[CH:37]=[CH:36][C:35]([C:38]([F:41])([F:40])[F:39])=[CH:34][CH:33]=5)[C:27]([Br:42])=[CH:26][N:25]=4)[CH:21]=3)[NH:16][CH:15]=2)[CH2:10][CH2:9]1)=O)(C)(C)C.[F:43][C:44]([F:49])([F:48])[C:45]([OH:47])=[O:46], predict the reaction product. The product is: [F:43][C:44]([F:49])([F:48])[C:45]([OH:47])=[O:46].[Br:42][C:27]1[C:28]([NH:30][CH2:31][C:32]2[CH:37]=[CH:36][C:35]([C:38]([F:41])([F:39])[F:40])=[CH:34][CH:33]=2)=[N:29][C:24]([NH:23][C:20]2[CH:21]=[C:22]3[C:17](=[CH:18][CH:19]=2)[NH:16][CH:15]=[C:14]3[C:11]2[CH2:12][CH2:13][NH:8][CH2:9][CH:10]=2)=[N:25][CH:26]=1.